Dataset: Peptide-MHC class I binding affinity with 185,985 pairs from IEDB/IMGT. Task: Regression. Given a peptide amino acid sequence and an MHC pseudo amino acid sequence, predict their binding affinity value. This is MHC class I binding data. (1) The peptide sequence is VLYDPETDK. The MHC is HLA-A02:06 with pseudo-sequence HLA-A02:06. The binding affinity (normalized) is 0.0847. (2) The peptide sequence is PVSTNGKIV. The MHC is HLA-A02:01 with pseudo-sequence HLA-A02:01. The binding affinity (normalized) is 0. (3) The peptide sequence is MQKESDDYIK. The binding affinity (normalized) is 0. The MHC is HLA-A33:01 with pseudo-sequence HLA-A33:01. (4) The peptide sequence is TILKRYTDSI. The MHC is HLA-A02:01 with pseudo-sequence HLA-A02:01. The binding affinity (normalized) is 0.0952. (5) The peptide sequence is RTWENHCTYA. The MHC is H-2-Db with pseudo-sequence H-2-Db. The binding affinity (normalized) is 0.0641. (6) The peptide sequence is ILRKIFYSV. The MHC is HLA-A02:01 with pseudo-sequence HLA-A02:01. The binding affinity (normalized) is 0.553. (7) The peptide sequence is LSCSVCNSL. The MHC is HLA-B15:01 with pseudo-sequence HLA-B15:01. The binding affinity (normalized) is 0.449. (8) The peptide sequence is ISFFVGSL. The MHC is H-2-Db with pseudo-sequence H-2-Db. The binding affinity (normalized) is 0.498.